Task: Predict the reaction yield, written as a fraction of the theoretical maximum amount of product (1.0 means a 100% yield; for example, 0.34 means a 34% yield).. Dataset: Reaction yield outcomes from USPTO patents with 853,638 reactions (1) The reactants are [F:1][C:2]1[CH:3]=[C:4]([CH:9]=[CH:10][C:11]=1[OH:12])[C:5]([O:7][CH3:8])=[O:6].C(=O)([O-])[O-].[K+].[K+].[I:19]I. The catalyst is O1CCCC1.C(OCC)(=O)C. The product is [F:1][C:2]1[CH:3]=[C:4]([CH:9]=[C:10]([I:19])[C:11]=1[OH:12])[C:5]([O:7][CH3:8])=[O:6]. The yield is 0.470. (2) The reactants are [S:1]1[CH2:5][CH2:4][CH:3]([C:6]2[CH:7]=[CH:8][C:9]([C:12]([F:15])([F:14])[F:13])=[N:10][CH:11]=2)[CH2:2]1.[N:16]#[C:17][NH2:18].C(O)(=O)C.C(O)(=O)C.IC1C=CC=CC=1. The catalyst is CC#N. The product is [F:14][C:12]([F:15])([F:13])[C:9]1[N:10]=[CH:11][C:6]([CH:3]2[CH2:4][CH2:5][S:1](=[N:18][C:17]#[N:16])[CH2:2]2)=[CH:7][CH:8]=1. The yield is 0.884. (3) The reactants are [NH2:1][C:2]1[N:3]=[C:4]([Cl:23])[C:5]2[CH2:10][C:9](=[O:11])[N:8]([CH2:12][C:13]3[C:18]([CH3:19])=[C:17]([O:20][CH3:21])[C:16]([CH3:22])=[CH:15][N:14]=3)[C:6]=2[N:7]=1.[CH:24]([C:26]1[NH:27][CH:28]=[C:29]([NH:31][C:32]([CH:34]2[CH2:39][CH2:38][O:37][CH2:36][CH2:35]2)=[O:33])[N:30]=1)=O.N1CCCCC1. The catalyst is CCO. The product is [NH2:1][C:2]1[N:3]=[C:4]([Cl:23])[C:5]2=[C:6]([N:8]([CH2:12][C:13]3[C:18]([CH3:19])=[C:17]([O:20][CH3:21])[C:16]([CH3:22])=[CH:15][N:14]=3)[C:9](=[O:11])/[C:10]/2=[CH:24]\[C:26]2[NH:27][CH:28]=[C:29]([NH:31][C:32]([CH:34]3[CH2:39][CH2:38][O:37][CH2:36][CH2:35]3)=[O:33])[N:30]=2)[N:7]=1. The yield is 0.820. (4) The reactants are [CH3:1][C:2]1[O:3][C:4]([C:25]([F:28])([F:27])[F:26])=[C:5]([C:7]([NH:9][C:10]2[CH:15]=[CH:14][C:13](B3OC(C)(C)C(C)(C)O3)=[CH:12][CH:11]=2)=[O:8])[N:6]=1.Br[C:30]1[CH:35]=[CH:34][C:33]([C:36]23[CH2:43][CH2:42][C:39]([CH2:44][C:45]([O:47][CH3:48])=[O:46])([CH2:40][CH2:41]2)[O:38][CH2:37]3)=[CH:32][CH:31]=1.O.[F-].[Cs+]. The catalyst is O1CCOCC1.CC(P(C(C)(C)C)C1C=CC(N(C)C)=CC=1)(C)C.CC(P(C(C)(C)C)C1C=CC(N(C)C)=CC=1)(C)C.Cl[Pd]Cl. The product is [CH3:1][C:2]1[O:3][C:4]([C:25]([F:26])([F:27])[F:28])=[C:5]([C:7]([NH:9][C:10]2[CH:11]=[CH:12][C:13]([C:30]3[CH:31]=[CH:32][C:33]([C:36]45[CH2:41][CH2:40][C:39]([CH2:44][C:45]([O:47][CH3:48])=[O:46])([CH2:42][CH2:43]4)[O:38][CH2:37]5)=[CH:34][CH:35]=3)=[CH:14][CH:15]=2)=[O:8])[N:6]=1. The yield is 0.500.